From a dataset of Forward reaction prediction with 1.9M reactions from USPTO patents (1976-2016). Predict the product of the given reaction. (1) The product is: [CH:15]1[C:14]([C:10]2[C:11](=[O:13])[C:8]3[CH:7]=[CH:6][C:4]([OH:5])=[CH:3][C:1]=3[O:2][CH:29]=2)=[CH:19][CH:28]=[C:27]([OH:26])[CH:16]=1. Given the reactants [C:1]1([CH:8]=[CH:7][CH:6]=[C:4]([OH:5])[CH:3]=1)[OH:2].O[CH:10]([C:14]1[CH:19]=CC=[CH:16][CH:15]=1)[C:11]([OH:13])=O.B(F)(F)F.CC[O:26][CH2:27][CH3:28].[CH3:29]S(Cl)(=O)=O, predict the reaction product. (2) Given the reactants [C:1]([C:5]1[CH:6]=[C:7]2[C:11](=[C:12]([F:14])[CH:13]=1)[C:10](=O)[O:9][CH:8]2O)([CH3:4])([CH3:3])[CH3:2].O.[NH2:18][NH2:19].C(O)(=O)C, predict the reaction product. The product is: [C:1]([C:5]1[CH:6]=[C:7]2[C:11](=[C:12]([F:14])[CH:13]=1)[C:10](=[O:9])[NH:19][N:18]=[CH:8]2)([CH3:4])([CH3:3])[CH3:2]. (3) Given the reactants [Cl:1][C:2]([Cl:9])([Cl:8])[CH2:3][O:4][C:5](Cl)=[O:6].[NH3:10].O, predict the reaction product. The product is: [C:5](=[O:6])([O:4][CH2:3][C:2]([Cl:9])([Cl:8])[Cl:1])[NH2:10]. (4) Given the reactants [CH2:1]([N:3]1[CH2:8][C:7]([CH3:10])([CH3:9])[O:6][C:5](=[O:11])[CH:4]1[CH2:12][C:13]([OH:15])=O)[CH3:2].C(N(C(C)C)CC)(C)C.CN(C(ON1[N:41]=[N:40][C:35]2[CH:36]=[CH:37]C=NC1=2)=[N+](C)C)C.F[P-](F)(F)(F)(F)F.N1C=CC=N1, predict the reaction product. The product is: [CH2:1]([N:3]1[CH2:8][C:7]([CH3:9])([CH3:10])[O:6][C:5](=[O:11])[CH:4]1[CH2:12][C:13](=[O:15])[N:41]1[CH:37]=[CH:36][CH:35]=[N:40]1)[CH3:2]. (5) Given the reactants [CH:1]([N:4]1[CH2:9][CH2:8][CH2:7][CH2:6][C@H:5]1[C:10]([OH:12])=O)([CH3:3])[CH3:2].CN(C(ON1N=NC2C=CC=NC1=2)=[N+](C)C)C.F[P-](F)(F)(F)(F)F.CCN(C(C)C)C(C)C.[CH3:46][C:47]1([S:50]([NH:53][C:54]([C@@:56]2([NH:61][C:62]([C@@H:64]3[CH2:75][C@:67]4([C:72]([CH3:74])([CH3:73])[C:68]54[CH2:71][CH2:70][CH2:69]5)[CH2:66][N:65]3[C:76](=[O:93])[C@@H:77]([NH:82][C:83](=[O:92])[C@@H:84]([NH2:91])[CH:85]3[CH2:90][CH2:89][CH2:88][CH2:87][CH2:86]3)[C:78]([CH3:81])([CH3:80])[CH3:79])=[O:63])[CH2:58][C@H:57]2[CH:59]=[CH2:60])=[O:55])(=[O:52])=[O:51])[CH2:49][CH2:48]1.IC, predict the reaction product. The product is: [CH:85]1([C@H:84]([NH:91][C:10]([C@@H:5]2[CH2:6][CH2:7][CH2:8][CH2:9][N:4]2[CH:1]([CH3:2])[CH3:3])=[O:12])[C:83]([NH:82][C@@H:77]([C:78]([CH3:81])([CH3:80])[CH3:79])[C:76]([N:65]2[C@H:64]([C:62]([NH:61][C@:56]3([C:54](=[O:55])[NH:53][S:50]([C:47]4([CH3:46])[CH2:48][CH2:49]4)(=[O:51])=[O:52])[CH2:58][C@H:57]3[CH:59]=[CH2:60])=[O:63])[CH2:75][C@:67]3([C:72]([CH3:74])([CH3:73])[C:68]43[CH2:69][CH2:70][CH2:71]4)[CH2:66]2)=[O:93])=[O:92])[CH2:86][CH2:87][CH2:88][CH2:89][CH2:90]1. (6) The product is: [C:10]([C:3]1[C:4]2[C:9](=[CH:8][CH:7]=[CH:6][CH:5]=2)[N:1]([CH2:16][CH2:17][CH2:18][CH2:19][CH3:20])[CH:2]=1)([OH:12])=[O:11]. Given the reactants [NH:1]1[C:9]2[C:4](=[CH:5][CH:6]=[CH:7][CH:8]=2)[C:3]([C:10]([OH:12])=[O:11])=[CH:2]1.[H-].[Na+].Br[CH2:16][CH2:17][CH2:18][CH2:19][CH3:20], predict the reaction product. (7) The product is: [CH3:1][O:2][CH2:3][O:4][C:5]1[CH:10]=[C:9]([CH3:11])[C:8]([C:12]2[CH:17]=[CH:16][CH:15]=[C:14]([CH2:18][O:19][C:23]3[CH:24]=[CH:25][C:26]4[C:27](=[O:36])[C:28]5[C:33]([C:34]=4[CH:35]=3)=[CH:32][CH:31]=[CH:30][CH:29]=5)[C:13]=2[CH3:20])=[C:7]([CH3:21])[CH:6]=1. Given the reactants [CH3:1][O:2][CH2:3][O:4][C:5]1[CH:10]=[C:9]([CH3:11])[C:8]([C:12]2[CH:17]=[CH:16][CH:15]=[C:14]([CH2:18][OH:19])[C:13]=2[CH3:20])=[C:7]([CH3:21])[CH:6]=1.F[C:23]1[CH:24]=[CH:25][C:26]2[C:27](=[O:36])[C:28]3[C:33]([C:34]=2[CH:35]=1)=[CH:32][CH:31]=[CH:30][CH:29]=3.CN(C=O)C.[H-].[Na+], predict the reaction product. (8) Given the reactants OO.[OH:3][O:4]S([O-])=O.[K+].C(OO)=O.NC(N)=O.[C:17]1(=[O:27])[O:22][C:20](=[O:21])[C:19]2=[CH:23][CH:24]=[CH:25][CH:26]=[C:18]12, predict the reaction product. The product is: [CH:24]1[CH:23]=[C:19]([C:20]([OH:22])=[O:21])[C:18]([C:17]([O:4][OH:3])=[O:27])=[CH:26][CH:25]=1. (9) Given the reactants [Br:1][C:2]1[C:3]([C:8]([OH:10])=O)=[N:4][CH:5]=[N:6][CH:7]=1.Cl.[CH3:12][NH:13][O:14][CH3:15].C(N(CC)C(C)C)(C)C.CN(C(ON1N=NC2C=CC=NC1=2)=[N+](C)C)C.F[P-](F)(F)(F)(F)F, predict the reaction product. The product is: [Br:1][C:2]1[C:3]([C:8]([N:13]([O:14][CH3:15])[CH3:12])=[O:10])=[N:4][CH:5]=[N:6][CH:7]=1.